Dataset: Catalyst prediction with 721,799 reactions and 888 catalyst types from USPTO. Task: Predict which catalyst facilitates the given reaction. Reactant: B(Br)(Br)[Br:2].[CH2:5]([C:7]1[CH:12]=[C:11]([O:13]C)[C:10]([F:15])=[CH:9][C:8]=1[C:16]1[CH:24]=[C:23]2[C:19]([C:20]([C:25]3[NH:26][C:27]4[CH2:32][CH2:31][NH:30][CH2:29][C:28]=4[N:33]=3)=[N:21][NH:22]2)=[CH:18][CH:17]=1)[CH3:6]. Product: [BrH:2].[BrH:2].[BrH:2].[CH2:5]([C:7]1[C:8]([C:16]2[CH:24]=[C:23]3[C:19]([C:20]([C:25]4[NH:26][C:27]5[CH2:32][CH2:31][NH:30][CH2:29][C:28]=5[N:33]=4)=[N:21][NH:22]3)=[CH:18][CH:17]=2)=[CH:9][C:10]([F:15])=[C:11]([OH:13])[CH:12]=1)[CH3:6]. The catalyst class is: 2.